This data is from Catalyst prediction with 721,799 reactions and 888 catalyst types from USPTO. The task is: Predict which catalyst facilitates the given reaction. (1) Reactant: [Br:1][C:2]1[CH:11]=[C:10]2[C:5]([CH:6]=[CH:7][N:8]=[C:9]2[OH:12])=[CH:4][CH:3]=1.[F:13][C:14]([F:24])([F:23])[C:15]1[CH:16]=[C:17]([CH:20]=[CH:21][CH:22]=1)[CH2:18]Br.C(=O)([O-])[O-].[Cs+].[Cs+]. Product: [Br:1][C:2]1[CH:11]=[C:10]2[C:5]([CH:6]=[CH:7][N:8]([CH2:18][C:17]3[CH:20]=[CH:21][CH:22]=[C:15]([C:14]([F:13])([F:23])[F:24])[CH:16]=3)[C:9]2=[O:12])=[CH:4][CH:3]=1. The catalyst class is: 9. (2) Reactant: C(O[C:4]([CH:6]1[CH2:11][CH2:10][CH2:9][CH2:8][N:7]1[N:12]([CH2:33][C:34]1[CH:39]=[CH:38][C:37]([F:40])=[CH:36][CH:35]=1)[C:13](=[O:32])[CH2:14][C:15]1[NH:20][C:19]2[CH:21]=[CH:22][C:23]([NH:25][S:26]([CH3:29])(=[O:28])=[O:27])=[CH:24][C:18]=2[S:17](=[O:31])(=[O:30])[N:16]=1)=[O:5])C.[O-]CC.[Na+]. Product: [F:40][C:37]1[CH:38]=[CH:39][C:34]([CH2:33][N:12]2[C:13](=[O:32])[C:14]([C:15]3[NH:20][C:19]4[CH:21]=[CH:22][C:23]([NH:25][S:26]([CH3:29])(=[O:27])=[O:28])=[CH:24][C:18]=4[S:17](=[O:31])(=[O:30])[N:16]=3)=[C:4]([OH:5])[CH:6]3[CH2:11][CH2:10][CH2:9][CH2:8][N:7]23)=[CH:35][CH:36]=1. The catalyst class is: 8. (3) Reactant: [H-].[Na+].[CH3:3][C:4]([OH:8])([CH3:7])[CH2:5][OH:6].Cl[C:10]1[N:15]=[CH:14][C:13]([C:16]#[N:17])=[CH:12][CH:11]=1. Product: [OH:8][C:4]([CH3:7])([CH3:3])[CH2:5][O:6][C:10]1[N:15]=[CH:14][C:13]([C:16]#[N:17])=[CH:12][CH:11]=1. The catalyst class is: 9. (4) The catalyst class is: 6. Product: [ClH:32].[NH2:24][C:19]1[N:18]=[C:17]([NH:16][C:13]2[CH:12]=[CH:11][C:10]([NH:9][C:7](=[O:8])[C:6]3[CH:25]=[CH:26][C:3]([NH:2][C:33]4[C:42]5[C:37](=[CH:38][CH:39]=[CH:40][CH:41]=5)[N:36]=[CH:35][CH:34]=4)=[CH:4][CH:5]=3)=[CH:15][CH:14]=2)[CH:22]=[C:21]([CH3:23])[N:20]=1. Reactant: Cl.[NH2:2][C:3]1[CH:26]=[CH:25][C:6]([C:7]([NH:9][C:10]2[CH:15]=[CH:14][C:13]([NH:16][C:17]3[CH:22]=[C:21]([CH3:23])[N:20]=[C:19]([NH2:24])[N:18]=3)=[CH:12][CH:11]=2)=[O:8])=[CH:5][CH:4]=1.CO.CCO.[Cl:32][C:33]1[C:42]2[C:37](=[CH:38][CH:39]=[CH:40][CH:41]=2)[N:36]=[CH:35][CH:34]=1. (5) Reactant: [OH:1][C:2]1[CH:7]=[CH:6][C:5]([C:8]2[C:9]3[NH:13][C:12]([C:14]([C:46]4[CH:51]=[CH:50][C:49]([OH:52])=[CH:48][CH:47]=4)=[C:15]4[N:45]=[C:18]([C:19]([C:38]5[CH:43]=[CH:42][C:41]([OH:44])=[CH:40][CH:39]=5)=[C:20]5[NH:37][C:23](=[C:24]([C:30]6[CH:35]=[CH:34][C:33]([OH:36])=[CH:32][CH:31]=6)[C:25]6[CH:26]=[CH:27][C:28]=2[N:29]=6)[CH:22]=[CH:21]5)[CH:17]=[CH:16]4)=[CH:11][CH:10]=3)=[CH:4][CH:3]=1.C(=O)([O-])[O-].[K+].[K+].[CH2:59](Br)[CH2:60][CH2:61][CH2:62][CH2:63][CH2:64][CH2:65][CH2:66][CH2:67][CH2:68][CH2:69][CH3:70]. Product: [CH2:70]([O:52][C:49]1[CH:48]=[CH:47][C:46]([C:14]2[C:12]3[NH:13][C:9]([C:8]([C:5]4[CH:6]=[CH:7][C:2]([OH:1])=[CH:3][CH:4]=4)=[C:28]4[N:29]=[C:25]([C:24]([C:30]5[CH:31]=[CH:32][C:33]([OH:36])=[CH:34][CH:35]=5)=[C:23]5[NH:37][C:20](=[C:19]([C:38]6[CH:43]=[CH:42][C:41]([OH:44])=[CH:40][CH:39]=6)[C:18]6[CH:17]=[CH:16][C:15]=2[N:45]=6)[CH:21]=[CH:22]5)[CH:26]=[CH:27]4)=[CH:10][CH:11]=3)=[CH:51][CH:50]=1)[CH2:69][CH2:68][CH2:67][CH2:66][CH2:65][CH2:64][CH2:63][CH2:62][CH2:61][CH2:60][CH3:59]. The catalyst class is: 3. (6) Reactant: [NH2:1][C:2]1[C:3]([CH3:16])=[CH:4][CH:5]=[C:6]2[C:10]=1[NH:9][C:8]([C:11]([O:13][CH2:14][CH3:15])=[O:12])=[CH:7]2.[S:17]1[CH:21]=[CH:20][CH:19]=[C:18]1[S:22](Cl)(=[O:24])=[O:23]. Product: [CH3:16][C:3]1[C:2]([NH:1][S:22]([C:18]2[S:17][CH:21]=[CH:20][CH:19]=2)(=[O:24])=[O:23])=[C:10]2[C:6]([CH:7]=[C:8]([C:11]([O:13][CH2:14][CH3:15])=[O:12])[NH:9]2)=[CH:5][CH:4]=1. The catalyst class is: 17. (7) Product: [Br:1][C:21]1[CH:22]=[C:14]([C:13]([F:27])([F:28])[F:12])[C:15]([C:16]([OH:18])=[O:17])=[C:19]([C:23]([F:24])([F:26])[F:25])[CH:20]=1. The catalyst class is: 65. Reactant: [Br:1]N1C(C)(C)C(=O)N(Br)C1=O.[F:12][C:13]([F:28])([F:27])[C:14]1[CH:22]=[CH:21][CH:20]=[C:19]([C:23]([F:26])([F:25])[F:24])[C:15]=1[C:16]([OH:18])=[O:17].